This data is from Reaction yield outcomes from USPTO patents with 853,638 reactions. The task is: Predict the reaction yield, written as a fraction of the theoretical maximum amount of product (1.0 means a 100% yield; for example, 0.34 means a 34% yield). The reactants are Cl.[CH2:2]([NH:4][C:5]([NH:7][C:8]1[CH:13]=[CH:12][C:11]([C:14]2[N:15]=[C:16]([N:24]3[CH2:29][CH2:28][O:27][CH2:26][C@@H:25]3[CH3:30])[C:17]3[CH2:23][CH2:22][NH:21][CH2:20][C:18]=3[N:19]=2)=[CH:10][CH:9]=1)=[O:6])[CH3:3].[O:31]1[CH2:35][CH2:34][CH:33]([CH:36]=O)[CH2:32]1.[BH-](OC(C)=O)(OC(C)=O)OC(C)=O.[Na+].[BH4-]. The catalyst is C1COCC1. The product is [CH2:2]([NH:4][C:5]([NH:7][C:8]1[CH:9]=[CH:10][C:11]([C:14]2[N:15]=[C:16]([N:24]3[CH2:29][CH2:28][O:27][CH2:26][C@@H:25]3[CH3:30])[C:17]3[CH2:23][CH2:22][N:21]([CH2:36][CH:33]4[CH2:34][CH2:35][O:31][CH2:32]4)[CH2:20][C:18]=3[N:19]=2)=[CH:12][CH:13]=1)=[O:6])[CH3:3]. The yield is 0.570.